From a dataset of Peptide-MHC class II binding affinity with 134,281 pairs from IEDB. Regression. Given a peptide amino acid sequence and an MHC pseudo amino acid sequence, predict their binding affinity value. This is MHC class II binding data. (1) The peptide sequence is SLRTTTVSGKLIHEW. The MHC is DRB1_0101 with pseudo-sequence DRB1_0101. The binding affinity (normalized) is 0.498. (2) The binding affinity (normalized) is 0.605. The peptide sequence is VTLEADVILPIGTRS. The MHC is DRB1_0404 with pseudo-sequence DRB1_0404. (3) The peptide sequence is VFGNCEGVKIIGISI. The MHC is HLA-DPA10103-DPB10401 with pseudo-sequence HLA-DPA10103-DPB10401. The binding affinity (normalized) is 0.210.